Dataset: Reaction yield outcomes from USPTO patents with 853,638 reactions. Task: Predict the reaction yield, written as a fraction of the theoretical maximum amount of product (1.0 means a 100% yield; for example, 0.34 means a 34% yield). (1) The reactants are [CH3:1][O:2][C:3]1[C:8]([CH:9]=[O:10])=[CH:7][CH:6]=[CH:5][N:4]=1.[OH-].[K+].[N+:13]([CH2:15][C:16]([N:18]1[CH2:22][CH2:21][CH2:20][CH2:19]1)=[O:17])#[C-:14]. The catalyst is CO. The product is [CH3:1][O:2][C:3]1[C:8]([C@@H:9]2[O:10][CH:14]=[N:13][C@H:15]2[C:16]([N:18]2[CH2:22][CH2:21][CH2:20][CH2:19]2)=[O:17])=[CH:7][CH:6]=[CH:5][N:4]=1. The yield is 0.500. (2) The reactants are [C:1]([C:5]([C:8]([C:11]([C:14]([C:17]([C:20]([C:23]([C:26]([C:29]([O:32][C:33]([C:39]([O:42]C(C(OC(C(C(F)(F)F)(F)F)(F)F)(C(F)(F)F)F)=O)(F)[F:40])([C:35]([F:38])([F:37])[F:36])[F:34])([F:31])[F:30])([F:28])[F:27])([F:25])[F:24])([F:22])[F:21])([F:19])[F:18])([F:16])[F:15])([F:13])[F:12])([F:10])[F:9])([F:7])[F:6])([F:4])([F:3])[F:2].[F-].[Na+]. No catalyst specified. The product is [C:1]([C:5]([C:8]([C:11]([C:14]([C:17]([C:20]([C:23]([C:26]([C:29]([O:32][C:33]([C:39]([F:40])=[O:42])([C:35]([F:36])([F:37])[F:38])[F:34])([F:30])[F:31])([F:27])[F:28])([F:25])[F:24])([F:22])[F:21])([F:19])[F:18])([F:16])[F:15])([F:13])[F:12])([F:10])[F:9])([F:7])[F:6])([F:4])([F:3])[F:2]. The yield is 0.638. (3) The reactants are [O:1]=[C:2]1[NH:7][C:6]2[CH:8]=[C:9]([C:12]([O:14][CH3:15])=[O:13])[CH:10]=[CH:11][C:5]=2[O:4][CH2:3]1.[H-].[Na+].CS(O[CH2:23][CH2:24][N:25]1[CH2:30][CH2:29][CH:28]([NH:31][C:32]([O:34][C:35]([CH3:38])([CH3:37])[CH3:36])=[O:33])[CH2:27][CH2:26]1)(=O)=O.COC1C=C2C(C=CC(=O)N2CCN2CCC(NC(=O)OC(C)(C)C)CC2)=CC=1. The catalyst is ClCCl.CO. The product is [C:35]([O:34][C:32]([NH:31][CH:28]1[CH2:27][CH2:26][N:25]([CH2:24][CH2:23][N:7]2[C:6]3[CH:8]=[C:9]([C:12]([O:14][CH3:15])=[O:13])[CH:10]=[CH:11][C:5]=3[O:4][CH2:3][C:2]2=[O:1])[CH2:30][CH2:29]1)=[O:33])([CH3:38])([CH3:37])[CH3:36]. The yield is 0.850. (4) The reactants are [CH2:1]([O:8][C:9]1[CH:36]=[CH:35][C:12]2[C:13]3[N:17]([CH2:18][CH2:19][O:20][C:11]=2[CH:10]=1)[C:16]1[CH:21]=[C:22]([C:25]([O:27]C)=[O:26])[CH:23]=[CH:24][C:15]=1[C:14]=3[CH:29]1[CH2:34][CH2:33][CH2:32][CH2:31][CH2:30]1)[C:2]1[CH:7]=[CH:6][CH:5]=[CH:4][CH:3]=1.[OH-].[Na+].Cl.O. The catalyst is CO.O1CCCC1. The product is [CH2:1]([O:8][C:9]1[CH:36]=[CH:35][C:12]2[C:13]3[N:17]([CH2:18][CH2:19][O:20][C:11]=2[CH:10]=1)[C:16]1[CH:21]=[C:22]([C:25]([OH:27])=[O:26])[CH:23]=[CH:24][C:15]=1[C:14]=3[CH:29]1[CH2:34][CH2:33][CH2:32][CH2:31][CH2:30]1)[C:2]1[CH:3]=[CH:4][CH:5]=[CH:6][CH:7]=1. The yield is 0.480. (5) The reactants are [CH2:1]([O:8][C:9]1[CH:10]=[CH:11][C:12]([C@@H:20]([O:57][Si:58]([CH3:64])([CH3:63])[C:59]([CH3:62])([CH3:61])[CH3:60])[CH2:21][N:22]([C:50]([O:52][C:53]([CH3:56])([CH3:55])[CH3:54])=[O:51])[CH2:23][CH2:24][CH2:25][CH2:26][CH2:27][O:28][C:29]([NH:31][C:32]2[CH:33]=[C:34]([C:38]([OH:49])([C:43]3[CH:48]=[CH:47][CH:46]=[CH:45][CH:44]=3)[C:39]([O:41]C)=[O:40])[CH:35]=[CH:36][CH:37]=2)=[O:30])=[C:13]2[C:18]=1[NH:17][C:16](=[O:19])[CH:15]=[CH:14]2)[C:2]1[CH:7]=[CH:6][CH:5]=[CH:4][CH:3]=1.[Li+].[OH-].Cl. The catalyst is CN(C=O)C. The product is [CH2:1]([O:8][C:9]1[CH:10]=[CH:11][C:12]([C@@H:20]([O:57][Si:58]([CH3:64])([CH3:63])[C:59]([CH3:62])([CH3:61])[CH3:60])[CH2:21][N:22]([C:50]([O:52][C:53]([CH3:56])([CH3:54])[CH3:55])=[O:51])[CH2:23][CH2:24][CH2:25][CH2:26][CH2:27][O:28][C:29]([NH:31][C:32]2[CH:33]=[C:34]([C:38]([OH:49])([C:43]3[CH:44]=[CH:45][CH:46]=[CH:47][CH:48]=3)[C:39]([OH:41])=[O:40])[CH:35]=[CH:36][CH:37]=2)=[O:30])=[C:13]2[C:18]=1[NH:17][C:16](=[O:19])[CH:15]=[CH:14]2)[C:2]1[CH:7]=[CH:6][CH:5]=[CH:4][CH:3]=1. The yield is 0.850. (6) The reactants are [CH:1]1([N:4]([CH3:13])[C:5]2[N:9]=[C:8]([CH:10]=O)[N:7]([CH3:12])[N:6]=2)[CH2:3][CH2:2]1.[Cl-].[CH3:15][C:16]1[CH:21]=[C:20]([CH3:22])[N:19]2[N:23]=[C:24]([CH2:26][P+](C3C=CC=CC=3)(C3C=CC=CC=3)C3C=CC=CC=3)[N:25]=[C:18]2[N:17]=1.C1CCN2C(=NCCC2)CC1. The catalyst is O1CCCC1. The product is [CH:1]1([N:4]([C:5]2[N:9]=[C:8]([CH:10]=[CH:26][C:24]3[N:25]=[C:18]4[N:17]=[C:16]([CH3:15])[CH:21]=[C:20]([CH3:22])[N:19]4[N:23]=3)[N:7]([CH3:12])[N:6]=2)[CH3:13])[CH2:3][CH2:2]1. The yield is 0.370.